This data is from Reaction yield outcomes from USPTO patents with 853,638 reactions. The task is: Predict the reaction yield, written as a fraction of the theoretical maximum amount of product (1.0 means a 100% yield; for example, 0.34 means a 34% yield). (1) The reactants are [NH2:1][C:2]1[C:11]([N+:12]([O-])=O)=[CH:10][CH:9]=[CH:8][C:3]=1[C:4]([O:6][CH3:7])=[O:5]. The catalyst is [Zn].C(O)(=O)C. The product is [NH2:1][C:2]1[C:11]([NH2:12])=[CH:10][CH:9]=[CH:8][C:3]=1[C:4]([O:6][CH3:7])=[O:5]. The yield is 0.940. (2) The reactants are [CH3:1][C:2]([O:5][C:6]([N:8]1[C:16]2[C:11](=[CH:12][CH:13]=[C:14]([F:20])[C:15]=2[C:17]([OH:19])=[O:18])[CH2:10][CH2:9]1)=[O:7])([CH3:4])[CH3:3].C1C(=O)N([Br:28])C(=O)C1. The catalyst is C(Cl)Cl. The product is [Br:28][C:13]1[CH:12]=[C:11]2[C:16](=[C:15]([C:17]([OH:19])=[O:18])[C:14]=1[F:20])[N:8]([C:6]([O:5][C:2]([CH3:1])([CH3:3])[CH3:4])=[O:7])[CH2:9][CH2:10]2. The yield is 0.920. (3) The reactants are COC([NH:5][CH2:6][C@@:7]1([CH2:13][C:14]([OH:16])=[O:15])[CH2:11][CH2:10][C@@H:9]([CH3:12])[CH2:8]1)=O.[ClH:17]. The catalyst is O1CCOCC1.O. The product is [ClH:17].[NH2:5][CH2:6][C@@:7]1([CH2:13][C:14]([OH:16])=[O:15])[CH2:11][CH2:10][C@@H:9]([CH3:12])[CH2:8]1. The yield is 0.590.